Dataset: Reaction yield outcomes from USPTO patents with 853,638 reactions. Task: Predict the reaction yield, written as a fraction of the theoretical maximum amount of product (1.0 means a 100% yield; for example, 0.34 means a 34% yield). (1) The reactants are [CH:1]1([C:4]([C:6](=[CH:12]N(C)C)[C:7]([O:9][CH2:10][CH3:11])=[O:8])=O)[CH2:3][CH2:2]1.S(O)(O)(=O)=O.[CH3:21][S:22][C:23](=[NH:25])[NH2:24].C([O-])(=O)C.[Na+].O. The catalyst is CN(C=O)C. The product is [CH:1]1([C:4]2[C:6]([C:7]([O:9][CH2:10][CH3:11])=[O:8])=[CH:12][N:24]=[C:23]([S:22][CH3:21])[N:25]=2)[CH2:3][CH2:2]1. The yield is 0.950. (2) The reactants are Cl[C:2]1[N:3]=[C:4]([N:22]2[CH2:27][CH2:26][O:25][CH2:24][CH2:23]2)[C:5]2[CH:10]=[C:9]([CH2:11][N:12]3[CH2:17][CH2:16][N:15]([S:18]([CH3:21])(=[O:20])=[O:19])[CH2:14][CH2:13]3)[S:8][C:6]=2[N:7]=1.[CH3:28][C:29]1[C:30]([NH2:38])(B(O)O)[NH:31][CH:32]=[CH:33][CH:34]=1. No catalyst specified. The product is [CH3:28][C:29]1[C:30]([NH2:38])=[N:31][CH:32]=[C:33]([C:2]2[N:3]=[C:4]([N:22]3[CH2:27][CH2:26][O:25][CH2:24][CH2:23]3)[C:5]3[CH:10]=[C:9]([CH2:11][N:12]4[CH2:17][CH2:16][N:15]([S:18]([CH3:21])(=[O:20])=[O:19])[CH2:14][CH2:13]4)[S:8][C:6]=3[N:7]=2)[CH:34]=1. The yield is 0.800. (3) The reactants are [NH2:1][C:2]1[CH:11]=[CH:10][C:9]([CH3:12])=[CH:8][C:3]=1[C:4]([NH:6][CH3:7])=[O:5].C(=O)([O-])[O-].[K+].[K+].C(N(C(C)C)CC)(C)C.[Cl:28][C:29]1[N:34]=[C:33](Cl)[C:32]([Cl:36])=[CH:31][N:30]=1. The catalyst is CN(C=O)C.CN1C(=O)CCC1. The product is [Cl:28][C:29]1[N:34]=[C:33]([NH:1][C:2]2[CH:11]=[CH:10][C:9]([CH3:12])=[CH:8][C:3]=2[C:4]([NH:6][CH3:7])=[O:5])[C:32]([Cl:36])=[CH:31][N:30]=1. The yield is 0.560. (4) The reactants are [H-].[Na+].[NH2:3][C@@H:4]1[C:13]2[C:8](=[CH:9][CH:10]=[CH:11][CH:12]=2)[C@H:7]([OH:14])[CH2:6][CH2:5]1.F[C:16]1[CH:17]=[CH:18][C:19]2[N:20]([C:22]([C@@H:25]3[CH2:29][CH2:28][CH2:27][N:26]3[CH2:30][CH2:31][CH2:32][O:33][Si:34]([CH:41]([CH3:43])[CH3:42])([CH:38]([CH3:40])[CH3:39])[CH:35]([CH3:37])[CH3:36])=[N:23][N:24]=2)[CH:21]=1.N. The catalyst is CN(C=O)C.CO.C(Cl)Cl. The product is [CH:41]([Si:34]([CH:35]([CH3:37])[CH3:36])([CH:38]([CH3:40])[CH3:39])[O:33][CH2:32][CH2:31][CH2:30][N:26]1[CH2:27][CH2:28][CH2:29][C@H:25]1[C:22]1[N:20]2[CH:21]=[C:16]([O:14][C@H:7]3[C:8]4[C:13](=[CH:12][CH:11]=[CH:10][CH:9]=4)[C@@H:4]([NH2:3])[CH2:5][CH2:6]3)[CH:17]=[CH:18][C:19]2=[N:24][N:23]=1)([CH3:43])[CH3:42]. The yield is 0.330. (5) The reactants are [NH:1]1[C:11]2[C:6](=[CH:7][CH:8]=[CH:9][CH:10]=2)[C:4](=[O:5])[C:2]1=[O:3].[H-].[Na+].[CH2:14](Br)[C:15]1[CH:20]=[CH:19][CH:18]=[CH:17][CH:16]=1.O. The catalyst is CN(C=O)C. The product is [CH2:14]([N:1]1[C:11]2[C:6](=[CH:7][CH:8]=[CH:9][CH:10]=2)[C:4](=[O:5])[C:2]1=[O:3])[C:15]1[CH:20]=[CH:19][CH:18]=[CH:17][CH:16]=1. The yield is 0.850.